From a dataset of Peptide-MHC class I binding affinity with 185,985 pairs from IEDB/IMGT. Regression. Given a peptide amino acid sequence and an MHC pseudo amino acid sequence, predict their binding affinity value. This is MHC class I binding data. (1) The peptide sequence is SVSIILANER. The MHC is HLA-A31:01 with pseudo-sequence HLA-A31:01. The binding affinity (normalized) is 0.401. (2) The peptide sequence is RQRVIPVYQ. The MHC is HLA-B15:01 with pseudo-sequence HLA-B15:01. The binding affinity (normalized) is 0.684.